Dataset: Reaction yield outcomes from USPTO patents with 853,638 reactions. Task: Predict the reaction yield, written as a fraction of the theoretical maximum amount of product (1.0 means a 100% yield; for example, 0.34 means a 34% yield). (1) The reactants are Br[C:2]1[C:14]([C:15]([CH3:18])([CH3:17])[CH3:16])=[CH:13][C:12]2[C:11]3[C:6](=[CH:7][C:8](Br)=[C:9]([C:19]([CH3:22])([CH3:21])[CH3:20])[CH:10]=3)[CH2:5][C:4]=2[CH:3]=1.CO[CH2:26][CH2:27]OC.[C:30]1(B(O)O)[CH:35]=[CH:34][CH:33]=[CH:32][CH:31]=1.C(=O)([O-])[O-].[Na+].[Na+]. The catalyst is C(O)C. The product is [C:30]1([C:2]2[C:14]([C:15]([CH3:17])([CH3:18])[CH3:16])=[CH:13][C:12]3[C:11]4[C:6](=[CH:7][C:8]([C:27]5[CH:26]=[CH:4][CH:3]=[CH:2][CH:14]=5)=[C:9]([C:19]([CH3:20])([CH3:22])[CH3:21])[CH:10]=4)[CH2:5][C:4]=3[CH:3]=2)[CH:35]=[CH:34][CH:33]=[CH:32][CH:31]=1. The yield is 0.540. (2) The reactants are Br[CH2:2][CH2:3][CH2:4][CH2:5][C:6]([NH:8][C@H:9]1[CH2:13][N:12]([CH2:14][C:15]2[CH:20]=[CH:19][CH:18]=[CH:17][CH:16]=2)[CH2:11][C@@H:10]1[NH:21][C:22](=[O:28])[O:23][C:24]([CH3:27])([CH3:26])[CH3:25])=[O:7].[H-].[Na+]. The catalyst is C1COCC1.CN(C=O)C. The product is [CH2:14]([N:12]1[CH2:13][C@H:9]([N:8]2[CH2:2][CH2:3][CH2:4][CH2:5][C:6]2=[O:7])[C@@H:10]([NH:21][C:22](=[O:28])[O:23][C:24]([CH3:27])([CH3:26])[CH3:25])[CH2:11]1)[C:15]1[CH:20]=[CH:19][CH:18]=[CH:17][CH:16]=1. The yield is 0.874.